Dataset: Reaction yield outcomes from USPTO patents with 853,638 reactions. Task: Predict the reaction yield, written as a fraction of the theoretical maximum amount of product (1.0 means a 100% yield; for example, 0.34 means a 34% yield). (1) The reactants are [Br:1][C:2]1[CH:10]=[CH:9][CH:8]=[C:7]2[C:3]=1[C:4](O)([C:18]1[C:19]([OH:29])=[CH:20][C:21]3[O:25][C:24]([CH3:27])([CH3:26])[CH2:23][C:22]=3[CH:28]=1)[C:5](=[O:17])[N:6]2[CH2:11][C:12]([O:14][CH2:15][CH3:16])=[O:13].C([SiH](CC)CC)C.FC(F)(F)C(O)=O. The catalyst is ClCCl. The product is [Br:1][C:2]1[CH:10]=[CH:9][CH:8]=[C:7]2[C:3]=1[CH:4]([C:18]1[C:19]([OH:29])=[CH:20][C:21]3[O:25][C:24]([CH3:26])([CH3:27])[CH2:23][C:22]=3[CH:28]=1)[C:5](=[O:17])[N:6]2[CH2:11][C:12]([O:14][CH2:15][CH3:16])=[O:13]. The yield is 0.810. (2) The reactants are [CH3:1][C:2]1[CH:3]=[CH:4][C:5]([N+:11]([O-:13])=[O:12])=[C:6]([CH:10]=1)[C:7]([OH:9])=O.[OH:14][NH:15][C:16](=[NH:22])[C:17]([O:19][CH2:20][CH3:21])=[O:18].CN(C(ON1N=NC2C=CC=NC1=2)=[N+](C)C)C.F[P-](F)(F)(F)(F)F.CCN(C(C)C)C(C)C. The catalyst is C(#N)C. The product is [OH:14][N:15]=[C:16]([NH:22][C:7](=[O:9])[C:6]1[CH:10]=[C:2]([CH3:1])[CH:3]=[CH:4][C:5]=1[N+:11]([O-:13])=[O:12])[C:17]([O:19][CH2:20][CH3:21])=[O:18]. The yield is 0.920. (3) The reactants are Cl.Cl[C:3]1[CH:8]=[C:7]([C:9]2[CH:14]=[CH:13][CH:12]=[C:11]([Cl:15])[CH:10]=2)[N:6]=[C:5]2[CH2:16][CH2:17][CH2:18][C:4]=12.[NH2:19][C:20]1[CH:39]=[CH:38][C:23]([CH2:24][CH:25]([C:32]([O:34][CH:35]([CH3:37])[CH3:36])=[O:33])[C:26]([O:28][CH:29]([CH3:31])[CH3:30])=[O:27])=[CH:22][CH:21]=1.C(=O)(O)[O-].[Na+]. The catalyst is Cl.CN1C(=O)CCC1.O. The product is [Cl:15][C:11]1[CH:10]=[C:9]([C:7]2[N:6]=[C:5]3[CH2:16][CH2:17][CH2:18][C:4]3=[C:3]([NH:19][C:20]3[CH:21]=[CH:22][C:23]([CH2:24][CH:25]([C:26]([O:28][CH:29]([CH3:31])[CH3:30])=[O:27])[C:32]([O:34][CH:35]([CH3:36])[CH3:37])=[O:33])=[CH:38][CH:39]=3)[CH:8]=2)[CH:14]=[CH:13][CH:12]=1. The yield is 0.380. (4) The reactants are Br[C:2]1[CH:3]=[C:4]([NH:17][S:18]([CH2:21][CH3:22])(=[O:20])=[O:19])[CH:5]=[CH:6][C:7]=1[O:8][C:9]1[CH:14]=[CH:13][C:12]([F:15])=[CH:11][C:10]=1[F:16].[F:23][C:24]1[C:25](=[O:40])[N:26]([CH3:39])[CH:27]=[C:28](B2OC(C)(C)C(C)(C)O2)[CH:29]=1. The catalyst is O1CCOCC1.C(=O)(O)[O-].C1C=CC(P(C2C=CC=CC=2)[C-]2C=CC=C2)=CC=1.C1C=CC(P(C2C=CC=CC=2)[C-]2C=CC=C2)=CC=1.Cl[Pd]Cl.[Fe+2]. The product is [F:16][C:10]1[CH:11]=[C:12]([F:15])[CH:13]=[CH:14][C:9]=1[O:8][C:7]1[CH:6]=[CH:5][C:4]([NH:17][S:18]([CH2:21][CH3:22])(=[O:20])=[O:19])=[CH:3][C:2]=1[C:28]1[CH:29]=[C:24]([F:23])[C:25](=[O:40])[N:26]([CH3:39])[CH:27]=1. The yield is 0.270.